Dataset: Reaction yield outcomes from USPTO patents with 853,638 reactions. Task: Predict the reaction yield, written as a fraction of the theoretical maximum amount of product (1.0 means a 100% yield; for example, 0.34 means a 34% yield). The reactants are [NH2:1][CH:2]1[CH2:7][CH2:6][CH2:5][CH:4]([OH:8])[C:3]1([CH3:10])[CH3:9].Cl[C:12]1[C:17]([C:18]#[N:19])=[CH:16][N:15]=[C:14]([S:20][CH3:21])[N:13]=1.CCN(C(C)C)C(C)C. The catalyst is C(O)(C)C. The product is [OH:8][CH:4]1[CH2:5][CH2:6][CH2:7][CH:2]([NH:1][C:12]2[C:17]([C:18]#[N:19])=[CH:16][N:15]=[C:14]([S:20][CH3:21])[N:13]=2)[C:3]1([CH3:10])[CH3:9]. The yield is 0.380.